From a dataset of NCI-60 drug combinations with 297,098 pairs across 59 cell lines. Regression. Given two drug SMILES strings and cell line genomic features, predict the synergy score measuring deviation from expected non-interaction effect. (1) Drug 1: CS(=O)(=O)OCCCCOS(=O)(=O)C. Drug 2: C1C(C(OC1N2C=NC3=C2NC=NCC3O)CO)O. Cell line: TK-10. Synergy scores: CSS=-3.31, Synergy_ZIP=2.67, Synergy_Bliss=1.05, Synergy_Loewe=-3.40, Synergy_HSA=-3.45. (2) Drug 1: C1=C(C(=O)NC(=O)N1)F. Cell line: EKVX. Synergy scores: CSS=13.2, Synergy_ZIP=0.718, Synergy_Bliss=4.34, Synergy_Loewe=-8.30, Synergy_HSA=-2.33. Drug 2: C(CN)CNCCSP(=O)(O)O. (3) Drug 1: CS(=O)(=O)CCNCC1=CC=C(O1)C2=CC3=C(C=C2)N=CN=C3NC4=CC(=C(C=C4)OCC5=CC(=CC=C5)F)Cl. Drug 2: C1=NC2=C(N1)C(=S)N=CN2. Cell line: LOX IMVI. Synergy scores: CSS=42.0, Synergy_ZIP=0.405, Synergy_Bliss=1.12, Synergy_Loewe=-31.2, Synergy_HSA=-0.163. (4) Drug 1: C1C(C(OC1N2C=NC3=C(N=C(N=C32)Cl)N)CO)O. Drug 2: C1CN(P(=O)(OC1)NCCCl)CCCl. Cell line: SW-620. Synergy scores: CSS=38.2, Synergy_ZIP=-0.426, Synergy_Bliss=-0.311, Synergy_Loewe=-65.5, Synergy_HSA=-0.688. (5) Drug 1: C1=NC(=NC(=O)N1C2C(C(C(O2)CO)O)O)N. Drug 2: C(CCl)NC(=O)N(CCCl)N=O. Cell line: NCI-H460. Synergy scores: CSS=67.5, Synergy_ZIP=-1.34, Synergy_Bliss=-0.439, Synergy_Loewe=-26.6, Synergy_HSA=1.05. (6) Drug 1: CC1CCC2CC(C(=CC=CC=CC(CC(C(=O)C(C(C(=CC(C(=O)CC(OC(=O)C3CCCCN3C(=O)C(=O)C1(O2)O)C(C)CC4CCC(C(C4)OC)O)C)C)O)OC)C)C)C)OC. Drug 2: CCN(CC)CCNC(=O)C1=C(NC(=C1C)C=C2C3=C(C=CC(=C3)F)NC2=O)C. Cell line: CCRF-CEM. Synergy scores: CSS=5.23, Synergy_ZIP=-2.25, Synergy_Bliss=-2.80, Synergy_Loewe=-13.3, Synergy_HSA=-9.74.